This data is from Full USPTO retrosynthesis dataset with 1.9M reactions from patents (1976-2016). The task is: Predict the reactants needed to synthesize the given product. Given the product [I-:12].[C:2]([O:10][CH2:11][Zn+:1])(=[O:9])[C:3]1[CH:8]=[CH:7][CH:6]=[CH:5][CH:4]=1, predict the reactants needed to synthesize it. The reactants are: [Zn:1].[C:2]([O:10][CH2:11][I:12])(=[O:9])[C:3]1[CH:8]=[CH:7][CH:6]=[CH:5][CH:4]=1.C(OC)(=O)C1C=CC=CC=1.